The task is: Predict the reaction yield, written as a fraction of the theoretical maximum amount of product (1.0 means a 100% yield; for example, 0.34 means a 34% yield).. This data is from Reaction yield outcomes from USPTO patents with 853,638 reactions. (1) The reactants are [CH2:1]([O:3][C:4]([C:6]1[C:10]2[CH2:11][CH2:12][C:13]3[C:18]([C:9]=2[N:8]([CH3:20])[C:7]=1I)=[N:17][C:16]([NH2:19])=[N:15][CH:14]=3)=[O:5])[CH3:2].C(O[Na])=O. The catalyst is CN(C=O)C.ClCCl.C1C=CC([P]([Pd]([P](C2C=CC=CC=2)(C2C=CC=CC=2)C2C=CC=CC=2)([P](C2C=CC=CC=2)(C2C=CC=CC=2)C2C=CC=CC=2)[P](C2C=CC=CC=2)(C2C=CC=CC=2)C2C=CC=CC=2)(C2C=CC=CC=2)C2C=CC=CC=2)=CC=1. The product is [CH2:1]([O:3][C:4]([C:6]1[C:10]2[CH2:11][CH2:12][C:13]3[C:18]([C:9]=2[N:8]([CH3:20])[CH:7]=1)=[N:17][C:16]([NH2:19])=[N:15][CH:14]=3)=[O:5])[CH3:2]. The yield is 0.830. (2) The reactants are Br[C:2]1[CH:7]=[CH:6][CH:5]=[CH:4][CH:3]=1.[NH2:8][C@H:9]1[C:18]2[C:13](=[CH:14][CH:15]=[C:16]([N:19]3[CH2:24][CH2:23][O:22][CH2:21][CH2:20]3)[CH:17]=2)[N:12]([C:25](=[O:27])[CH3:26])[C@@H:11]([CH3:28])[C@@H:10]1[CH3:29].CN(C1C(C2C(P(C3CCCCC3)C3CCCCC3)=CC=CC=2)=CC=CC=1)C.CC(C)([O-])C.[Na+]. The catalyst is O1CCOCC1.C1C=CC(/C=C/C(/C=C/C2C=CC=CC=2)=O)=CC=1.C1C=CC(/C=C/C(/C=C/C2C=CC=CC=2)=O)=CC=1.C1C=CC(/C=C/C(/C=C/C2C=CC=CC=2)=O)=CC=1.[Pd].[Pd].CO. The product is [CH3:28][C@H:11]1[C@H:10]([CH3:29])[C@@H:9]([NH:8][C:2]2[CH:7]=[CH:6][CH:5]=[CH:4][CH:3]=2)[C:18]2[C:13](=[CH:14][CH:15]=[C:16]([N:19]3[CH2:20][CH2:21][O:22][CH2:23][CH2:24]3)[CH:17]=2)[N:12]1[C:25](=[O:27])[CH3:26]. The yield is 0.150. (3) The catalyst is CO.C(Cl)Cl.C1COCC1. The reactants are [F:1][C:2]([F:30])([C:14]1[N:18]2[CH:19]=[C:20]([C:24]3[CH:25]=[N:26][N:27]([CH3:29])[CH:28]=3)[CH:21]=[C:22]([F:23])[C:17]2=[N:16][N:15]=1)[C:3]1[CH:4]=[C:5]2[C:10](=[CH:11][CH:12]=1)[N:9]=[CH:8][C:7]([OH:13])=[CH:6]2.C1(P(C2C=CC=CC=2)C2C=CC=CC=2)C=CC=CC=1.O[CH2:51][CH2:52][CH2:53][N:54]1[CH2:59][CH2:58][O:57][CH2:56][CH2:55]1.N(C(OC(C)(C)C)=O)=NC(OC(C)(C)C)=O. The yield is 0.330. The product is [F:30][C:2]([F:1])([C:14]1[N:18]2[CH:19]=[C:20]([C:24]3[CH:25]=[N:26][N:27]([CH3:29])[CH:28]=3)[CH:21]=[C:22]([F:23])[C:17]2=[N:16][N:15]=1)[C:3]1[CH:4]=[C:5]2[C:10](=[CH:11][CH:12]=1)[N:9]=[CH:8][C:7]([O:13][CH2:51][CH2:52][CH2:53][N:54]1[CH2:59][CH2:58][O:57][CH2:56][CH2:55]1)=[CH:6]2.